Dataset: Forward reaction prediction with 1.9M reactions from USPTO patents (1976-2016). Task: Predict the product of the given reaction. (1) The product is: [C:25]([N:4]1[CH2:5][CH2:6][N:1]([C:11]([O:13][C:14]([CH3:17])([CH3:16])[CH3:15])=[O:12])[CH2:2][C@H:3]1[C:7]([O:9][CH3:10])=[O:8])(=[O:27])[CH3:26]. Given the reactants [N:1]1([C:11]([O:13][C:14]([CH3:17])([CH3:16])[CH3:15])=[O:12])[CH2:6][CH2:5][NH:4][C@H:3]([C:7]([O:9][CH3:10])=[O:8])[CH2:2]1.C(N(CC)CC)C.[C:25](Cl)(=[O:27])[CH3:26], predict the reaction product. (2) Given the reactants C(=O)([O-])[O-].[Cs+].[Cs+].CC(C1C=C(C(C)C)C(C2C=CC=CC=2P(C2CCCCC2)C2CCCCC2)=C(C(C)C)C=1)C.Br[C:42]1[CH:47]=[C:46]([N+:48]([O-:50])=[O:49])[CH:45]=[CH:44][C:43]=1[O:51][CH3:52].[CH3:53][NH:54][CH2:55][CH2:56][N:57]([CH3:59])[CH3:58], predict the reaction product. The product is: [CH3:52][O:51][C:43]1[CH:44]=[CH:45][C:46]([N+:48]([O-:50])=[O:49])=[CH:47][C:42]=1[N:54]([CH3:53])[CH2:55][CH2:56][N:57]([CH3:59])[CH3:58]. (3) Given the reactants C[O:2][C:3](=O)[CH2:4][C:5]1[CH:10]=[CH:9][C:8]([O:11][CH2:12][C:13]2[CH:18]=[CH:17][CH:16]=[CH:15][CH:14]=2)=[CH:7][CH:6]=1.[CH3:20][NH2:21], predict the reaction product. The product is: [CH3:20][NH:21][C:3](=[O:2])[CH2:4][C:5]1[CH:10]=[CH:9][C:8]([O:11][CH2:12][C:13]2[CH:18]=[CH:17][CH:16]=[CH:15][CH:14]=2)=[CH:7][CH:6]=1.